From a dataset of Full USPTO retrosynthesis dataset with 1.9M reactions from patents (1976-2016). Predict the reactants needed to synthesize the given product. (1) Given the product [C:7]([O:20][C:18]([N:15]1[CH2:16][CH2:17][CH:13]([C:8]2[CH:9]=[CH:10][CH:11]=[CH:12][C:7]=2[C:5]([OH:4])=[O:6])[CH2:14]1)=[O:19])([CH3:12])([CH3:8])[CH3:5], predict the reactants needed to synthesize it. The reactants are: [OH-].[Na+].C[O:4][C:5]([C:7]1[CH:12]=[CH:11][CH:10]=[CH:9][C:8]=1[CH:13]1[CH2:17][CH2:16][N:15]([C:18]([O-:20])=[O:19])[CH2:14]1)=[O:6]. (2) Given the product [CH2:1]([O:19][C@H:20]([CH2:24][O:25][CH2:26][CH2:27][CH2:28][CH2:29][CH2:30][CH2:31][CH2:32][CH2:33][CH2:34][CH2:35][CH2:36][CH2:37][CH2:38][CH2:39][CH2:40][CH2:41][CH2:42][CH3:43])[CH2:21][CH2:22][NH2:23])[CH2:2][CH2:3][CH2:4][CH2:5][CH2:6][CH2:7][CH2:8][CH2:9][CH2:10][CH2:11][CH2:12][CH2:13][CH2:14][CH2:15][CH2:16][CH2:17][CH3:18], predict the reactants needed to synthesize it. The reactants are: [CH2:1]([O:19][C@H:20]([CH2:24][O:25][CH2:26][CH2:27][CH2:28][CH2:29][CH2:30][CH2:31][CH2:32][CH2:33][CH2:34][CH2:35][CH2:36][CH2:37][CH2:38][CH2:39][CH2:40][CH2:41][CH2:42][CH3:43])[CH2:21][C:22]#[N:23])[CH2:2][CH2:3][CH2:4][CH2:5][CH2:6][CH2:7][CH2:8][CH2:9][CH2:10][CH2:11][CH2:12][CH2:13][CH2:14][CH2:15][CH2:16][CH2:17][CH3:18].CO.Cl.C(=O)(O)[O-].[Na+].